Dataset: Reaction yield outcomes from USPTO patents with 853,638 reactions. Task: Predict the reaction yield, written as a fraction of the theoretical maximum amount of product (1.0 means a 100% yield; for example, 0.34 means a 34% yield). (1) The reactants are [CH:1]([N:4]1[C:8]([C:9]2[CH:14]=[CH:13][N:12]=[C:11]([NH2:15])[N:10]=2)=[CH:7][N:6]=[C:5]1[CH3:16])([CH3:3])[CH3:2].I[C:18]1[CH:28]=[CH:27][C:21]([C:22]([O:24][CH2:25][CH3:26])=[O:23])=[CH:20][CH:19]=1.CC1(C)C2C(=C(P(C3C=CC=CC=3)C3C=CC=CC=3)C=CC=2)OC2C(P(C3C=CC=CC=3)C3C=CC=CC=3)=CC=CC1=2.C(=O)([O-])[O-].[Cs+].[Cs+]. The catalyst is O1CCOCC1.C([O-])(=O)C.[Pd+2].C([O-])(=O)C. The product is [CH:1]([N:4]1[C:8]([C:9]2[CH:14]=[CH:13][N:12]=[C:11]([NH:15][C:18]3[CH:28]=[CH:27][C:21]([C:22]([O:24][CH2:25][CH3:26])=[O:23])=[CH:20][CH:19]=3)[N:10]=2)=[CH:7][N:6]=[C:5]1[CH3:16])([CH3:3])[CH3:2]. The yield is 0.310. (2) The reactants are [CH3:1][C:2]1[CH:3]=[C:4]([C:7]2[CH:11]=[CH:10][NH:9][N:8]=2)[S:5][CH:6]=1.[H-].[Na+].[CH3:14]I.O. The catalyst is CN(C)C=O.CC(OC)(C)C. The product is [CH3:14][N:9]1[CH:10]=[CH:11][C:7]([C:4]2[S:5][CH:6]=[C:2]([CH3:1])[CH:3]=2)=[N:8]1.[CH3:14][N:8]1[C:7]([C:4]2[S:5][CH:6]=[C:2]([CH3:1])[CH:3]=2)=[CH:11][CH:10]=[N:9]1. The yield is 0.540. (3) The reactants are [Br:1][C:2]1[C:3]([F:11])=[C:4]([N+:8]([O-])=O)[CH:5]=[CH:6][CH:7]=1. The catalyst is CCO.CC(O)=O.O.[Fe]. The product is [Br:1][C:2]1[C:3]([F:11])=[C:4]([CH:5]=[CH:6][CH:7]=1)[NH2:8]. The yield is 0.530. (4) The reactants are [Cl:1][C:2]1[CH:9]=[CH:8][C:7]([N+:10]([O-])=O)=[CH:6][C:3]=1[C:4]#[N:5].[OH-].[Na+]. The catalyst is C(O)(C)C.Cl. The product is [NH2:10][C:7]1[CH:8]=[CH:9][C:2]([Cl:1])=[C:3]([CH:6]=1)[C:4]#[N:5]. The yield is 0.960. (5) The reactants are Cl[CH2:2][CH2:3][CH2:4][NH:5][C:6]([C:8]1[CH:9]=[N:10][N:11]2[CH:16]=[CH:15][C:14]([N:17]3[CH2:21][CH2:20][CH2:19][C@@H:18]3[C:22]3[C:23]([OH:29])=[N:24][CH:25]=[C:26]([F:28])[CH:27]=3)=[N:13][C:12]=12)=[O:7].C([O-])([O-])=O.[Cs+].[Cs+]. The catalyst is CN(C=O)C. The product is [F:28][C:26]1[CH:27]=[C:22]2[C:23](=[N:24][CH:25]=1)[O:29][CH2:2][CH2:3][CH2:4][NH:5][C:6](=[O:7])[C:8]1=[C:12]3[N:13]=[C:14]([CH:15]=[CH:16][N:11]3[N:10]=[CH:9]1)[N:17]1[C@@H:18]2[CH2:19][CH2:20][CH2:21]1. The yield is 0.440. (6) The reactants are Br[CH2:2][C:3]([NH:5][C:6]1[S:7][C:8]([C:16]([CH:18]2[CH2:23][CH2:22][O:21][CH2:20][CH2:19]2)=[O:17])=[C:9]([C:11]2[O:12][CH:13]=[CH:14][CH:15]=2)[N:10]=1)=[O:4].[CH3:24][NH:25][CH3:26]. The catalyst is C1COCC1. The product is [CH3:24][N:25]([CH3:26])[CH2:2][C:3]([NH:5][C:6]1[S:7][C:8]([C:16]([CH:18]2[CH2:23][CH2:22][O:21][CH2:20][CH2:19]2)=[O:17])=[C:9]([C:11]2[O:12][CH:13]=[CH:14][CH:15]=2)[N:10]=1)=[O:4]. The yield is 0.100. (7) The reactants are [C:1]([O:5][C:6]([N:8]1[CH2:12][CH:11]=[CH:10][CH2:9]1)=[O:7])([CH3:4])([CH3:3])[CH3:2].C1C=C(Cl)C=C(C(OO)=[O:21])C=1. The catalyst is C(Cl)Cl. The product is [C:1]([O:5][C:6]([N:8]1[CH2:12][CH:11]2[CH:10]([O:21]2)[CH2:9]1)=[O:7])([CH3:4])([CH3:2])[CH3:3]. The yield is 0.870.